Regression. Given two drug SMILES strings and cell line genomic features, predict the synergy score measuring deviation from expected non-interaction effect. From a dataset of NCI-60 drug combinations with 297,098 pairs across 59 cell lines. (1) Drug 1: CCC1=C2CN3C(=CC4=C(C3=O)COC(=O)C4(CC)O)C2=NC5=C1C=C(C=C5)O. Drug 2: C(CN)CNCCSP(=O)(O)O. Cell line: A498. Synergy scores: CSS=17.7, Synergy_ZIP=-5.65, Synergy_Bliss=-0.630, Synergy_Loewe=-21.5, Synergy_HSA=-1.76. (2) Drug 1: C1CCC(C1)C(CC#N)N2C=C(C=N2)C3=C4C=CNC4=NC=N3. Drug 2: C1C(C(OC1N2C=C(C(=O)NC2=O)F)CO)O. Cell line: DU-145. Synergy scores: CSS=45.6, Synergy_ZIP=-2.62, Synergy_Bliss=-2.52, Synergy_Loewe=-24.3, Synergy_HSA=0.00997. (3) Drug 1: CC1C(C(CC(O1)OC2CC(CC3=C2C(=C4C(=C3O)C(=O)C5=C(C4=O)C(=CC=C5)OC)O)(C(=O)C)O)N)O.Cl. Drug 2: CCCCCOC(=O)NC1=NC(=O)N(C=C1F)C2C(C(C(O2)C)O)O. Cell line: CCRF-CEM. Synergy scores: CSS=42.6, Synergy_ZIP=1.89, Synergy_Bliss=5.99, Synergy_Loewe=-35.9, Synergy_HSA=6.85. (4) Drug 1: CN(C)N=NC1=C(NC=N1)C(=O)N. Drug 2: C(=O)(N)NO. Cell line: SN12C. Synergy scores: CSS=-4.54, Synergy_ZIP=-0.460, Synergy_Bliss=-5.43, Synergy_Loewe=-7.22, Synergy_HSA=-6.40. (5) Drug 1: CC1=C(C=C(C=C1)NC2=NC=CC(=N2)N(C)C3=CC4=NN(C(=C4C=C3)C)C)S(=O)(=O)N.Cl. Drug 2: C1CN(CCN1C(=O)CCBr)C(=O)CCBr. Cell line: OVCAR-4. Synergy scores: CSS=1.94, Synergy_ZIP=-0.990, Synergy_Bliss=-1.37, Synergy_Loewe=-1.31, Synergy_HSA=-1.03. (6) Drug 1: CC1C(C(CC(O1)OC2CC(CC3=C2C(=C4C(=C3O)C(=O)C5=C(C4=O)C(=CC=C5)OC)O)(C(=O)C)O)N)O.Cl. Drug 2: C1CN1P(=S)(N2CC2)N3CC3. Cell line: A549. Synergy scores: CSS=49.1, Synergy_ZIP=-10.7, Synergy_Bliss=-1.11, Synergy_Loewe=-0.332, Synergy_HSA=1.58. (7) Drug 1: C1=CC(=CC=C1CCCC(=O)O)N(CCCl)CCCl. Drug 2: C1C(C(OC1N2C=NC(=NC2=O)N)CO)O. Cell line: SNB-75. Synergy scores: CSS=-4.19, Synergy_ZIP=-6.03, Synergy_Bliss=-8.27, Synergy_Loewe=-12.5, Synergy_HSA=-12.0. (8) Drug 1: C1CN1C2=NC(=NC(=N2)N3CC3)N4CC4. Drug 2: CC1C(C(CC(O1)OC2CC(OC(C2O)C)OC3=CC4=CC5=C(C(=O)C(C(C5)C(C(=O)C(C(C)O)O)OC)OC6CC(C(C(O6)C)O)OC7CC(C(C(O7)C)O)OC8CC(C(C(O8)C)O)(C)O)C(=C4C(=C3C)O)O)O)O. Cell line: HT29. Synergy scores: CSS=63.0, Synergy_ZIP=-3.85, Synergy_Bliss=-8.66, Synergy_Loewe=-10.5, Synergy_HSA=-9.70.